This data is from Catalyst prediction with 721,799 reactions and 888 catalyst types from USPTO. The task is: Predict which catalyst facilitates the given reaction. (1) Reactant: C([O:8][C:9]1[CH:10]=[C:11]2[C:16](=[CH:17][CH:18]=1)[C:15]([O:19][C:20]1[CH:25]=[CH:24][C:23]([O:26][CH2:27][CH2:28][CH2:29][CH2:30][S:31][CH2:32][CH2:33][CH2:34][C:35]([F:41])([F:40])[C:36]([F:39])([F:38])[F:37])=[CH:22][CH:21]=1)=[C:14]([C:42]1[CH:47]=[CH:46][C:45]([O:48][CH3:49])=[CH:44][CH:43]=1)[CH:13]=[CH:12]2)C1C=CC=CC=1.C([O-])=O.[NH4+]. Product: [CH3:49][O:48][C:45]1[CH:44]=[CH:43][C:42]([C:14]2[C:15]([O:19][C:20]3[CH:25]=[CH:24][C:23]([O:26][CH2:27][CH2:28][CH2:29][CH2:30][S:31][CH2:32][CH2:33][CH2:34][C:35]([F:40])([F:41])[C:36]([F:39])([F:38])[F:37])=[CH:22][CH:21]=3)=[C:16]3[C:11](=[CH:12][CH:13]=2)[CH:10]=[C:9]([OH:8])[CH:18]=[CH:17]3)=[CH:47][CH:46]=1. The catalyst class is: 256. (2) Reactant: Cl.[OH:2][CH2:3][CH2:4][N:5]([C:35]1[CH:40]=[CH:39][CH:38]=[CH:37][CH:36]=1)[C:6]1[C:7]2[CH2:27][N:26](C(OC(C)(C)C)=O)[CH2:25][CH2:24][C:8]=2[N:9]=[C:10]([NH:12][C:13]2[CH:18]=[CH:17][C:16]([C:19]3[O:23][CH:22]=[N:21][CH:20]=3)=[CH:15][CH:14]=2)[N:11]=1.O. The catalyst class is: 5. Product: [O:23]1[C:19]([C:16]2[CH:17]=[CH:18][C:13]([NH:12][C:10]3[N:11]=[C:6]([N:5]([C:35]4[CH:36]=[CH:37][CH:38]=[CH:39][CH:40]=4)[CH2:4][CH2:3][OH:2])[C:7]4[CH2:27][NH:26][CH2:25][CH2:24][C:8]=4[N:9]=3)=[CH:14][CH:15]=2)=[CH:20][N:21]=[CH:22]1. (3) Reactant: [C:1]1([C:7]([C:21]2[CH:26]=[CH:25][CH:24]=[CH:23][CH:22]=2)([C:15]2[CH:20]=[CH:19][CH:18]=[CH:17][CH:16]=2)[N:8]2[CH:12]=[N:11][C:10]([CH2:13][OH:14])=[N:9]2)[CH:6]=[CH:5][CH:4]=[CH:3][CH:2]=1.Br[CH2:28][C:29]1[CH:30]=[C:31]([CH:34]=[CH:35][CH:36]=1)[C:32]#[N:33].[H-].[Na+]. Product: [C:21]1([C:7]([C:1]2[CH:6]=[CH:5][CH:4]=[CH:3][CH:2]=2)([C:15]2[CH:16]=[CH:17][CH:18]=[CH:19][CH:20]=2)[N:8]2[CH:12]=[N:11][C:10]([CH2:13][O:14][CH2:28][C:29]3[CH:30]=[C:31]([CH:34]=[CH:35][CH:36]=3)[C:32]#[N:33])=[N:9]2)[CH:26]=[CH:25][CH:24]=[CH:23][CH:22]=1. The catalyst class is: 1. (4) Reactant: [CH:1]1([CH2:4][N:5]([C@@H:13]2[CH2:15][C@H:14]2[C:16]2[CH:21]=[CH:20][CH:19]=[C:18]([C:22](=[O:32])[NH:23][CH:24]3[CH2:29][CH2:28][C:27]([F:31])([F:30])[CH2:26][CH2:25]3)[CH:17]=2)C(=O)OC(C)(C)C)[CH2:3][CH2:2]1.C(OC(N[C@@H]1C[C@H]1C1C=C(C=CC=1)C(OC)=O)=O)(C)(C)C.[ClH:54].C(OCC)(=O)C. Product: [ClH:54].[CH:1]1([CH2:4][NH:5][C@@H:13]2[CH2:15][C@H:14]2[C:16]2[CH:17]=[C:18]([CH:19]=[CH:20][CH:21]=2)[C:22]([NH:23][CH:24]2[CH2:29][CH2:28][C:27]([F:31])([F:30])[CH2:26][CH2:25]2)=[O:32])[CH2:3][CH2:2]1. The catalyst class is: 36. (5) Reactant: [Cl:1][C:2]1[CH:3]=[C:4]([C:8]2[C:13]([O:14][CH3:15])=[CH:12][CH:11]=[C:10]([CH2:16][OH:17])[C:9]=2[F:18])[CH:5]=[CH:6][CH:7]=1.N1C=CC=CC=1.Cl[C:26]([O:28][CH3:29])=[O:27]. Product: [CH3:29][O:28][C:26](=[O:27])[O:17][CH2:16][C:10]1[C:9]([F:18])=[C:8]([C:4]2[CH:5]=[CH:6][CH:7]=[C:2]([Cl:1])[CH:3]=2)[C:13]([O:14][CH3:15])=[CH:12][CH:11]=1. The catalyst class is: 7. (6) Reactant: Cl[C:2]1[O:3][C:4]([C:7]2[CH:14]=[CH:13][C:10]([C:11]#[N:12])=[CH:9][CH:8]=2)=[CH:5][N:6]=1.[NH2:15][C:16]1[CH:17]=[C:18]([NH:22][S:23]([CH2:26][C:27]2[CH:32]=[CH:31][CH:30]=[CH:29][CH:28]=2)(=[O:25])=[O:24])[CH:19]=[CH:20][CH:21]=1. Product: [C:11]([C:10]1[CH:13]=[CH:14][C:7]([C:4]2[O:3][C:2]([NH:15][C:16]3[CH:17]=[C:18]([NH:22][S:23]([CH2:26][C:27]4[CH:28]=[CH:29][CH:30]=[CH:31][CH:32]=4)(=[O:25])=[O:24])[CH:19]=[CH:20][CH:21]=3)=[N:6][CH:5]=2)=[CH:8][CH:9]=1)#[N:12]. The catalyst class is: 41.